From a dataset of Reaction yield outcomes from USPTO patents with 853,638 reactions. Predict the reaction yield, written as a fraction of the theoretical maximum amount of product (1.0 means a 100% yield; for example, 0.34 means a 34% yield). The reactants are [NH2:1][C:2]1[CH:7]=[CH:6][C:5]([C:8]2[C:16]3[C:11](=[N:12][CH:13]=[N:14][C:15]=3[NH2:17])[N:10]([CH:18]([CH3:20])[CH3:19])[N:9]=2)=[CH:4][C:3]=1[O:21][CH3:22].C([O-])([O-])=O.[K+].[K+].Br[CH2:30][CH2:31][CH2:32][OH:33]. The catalyst is CN(C=O)C. The product is [NH2:17][C:15]1[N:14]=[CH:13][N:12]=[C:11]2[N:10]([CH:18]([CH3:19])[CH3:20])[N:9]=[C:8]([C:5]3[CH:6]=[CH:7][C:2]([NH:1][CH:31]([CH3:30])[CH2:32][OH:33])=[C:3]([O:21][CH3:22])[CH:4]=3)[C:16]=12. The yield is 0.240.